Task: Predict the reaction yield, written as a fraction of the theoretical maximum amount of product (1.0 means a 100% yield; for example, 0.34 means a 34% yield).. Dataset: Reaction yield outcomes from USPTO patents with 853,638 reactions (1) The reactants are [CH3:1][NH:2][S:3]([CH3:6])(=[O:5])=[O:4].C(#N)C.[F:10][C:11]1[CH:16]=[CH:15][C:14]([C:17]2[C:22]([C:23]([O:25][CH3:26])=[O:24])=[C:21]([CH:27]([CH3:29])[CH3:28])[N:20]=[C:19](OS(C3C=CC(C)=CC=3)(=O)=O)[N:18]=2)=[CH:13][CH:12]=1. The catalyst is O. The product is [F:10][C:11]1[CH:12]=[CH:13][C:14]([C:17]2[C:22]([C:23]([O:25][CH3:26])=[O:24])=[C:21]([CH:27]([CH3:29])[CH3:28])[N:20]=[C:19]([N:2]([CH3:1])[S:3]([CH3:6])(=[O:5])=[O:4])[N:18]=2)=[CH:15][CH:16]=1. The yield is 0.750. (2) The reactants are C1N=CN(C(N2C=NC=C2)=[O:7])C=1.Cl.[NH2:14][C@H:15]1[C:23]2[C:18](=[C:19]([C:24]3[S:25][C:26]([C:29]4[CH:30]=[CH:31][C:32]([O:37][CH:38]([CH3:40])[CH3:39])=[C:33]([CH:36]=4)[C:34]#[N:35])=CN=3)[CH:20]=[CH:21][CH:22]=2)[CH2:17][CH2:16]1.C[CH2:42][N:43]([CH2:46][CH3:47])[CH2:44][CH3:45].[NH:48]1[CH2:52]CCC1. The catalyst is C(Cl)Cl. The product is [C:34]([C:33]1[CH:36]=[C:29]([C:26]2[S:25][C:24]([C:19]3[CH:20]=[CH:21][CH:22]=[C:23]4[C:18]=3[CH2:17][CH2:16][C@H:15]4[NH:14][C:42]([N:43]3[CH2:46][CH2:47][CH2:45][CH2:44]3)=[O:7])=[CH:52][N:48]=2)[CH:30]=[CH:31][C:32]=1[O:37][CH:38]([CH3:39])[CH3:40])#[N:35]. The yield is 0.780. (3) The reactants are [O:1]1[CH:5]=[CH:4][N:3]=[C:2]1[CH:6]([NH:8][C:9]([C:11]1[C:19]2[C:14](=[N:15][CH:16]=[C:17]([C:20]3[C:28]4[C:23](=[CH:24][C:25]([Cl:29])=[CH:26][CH:27]=4)[N:22]([CH3:30])[N:21]=3)[N:18]=2)[N:13](COCC[Si](C)(C)C)[CH:12]=1)=[O:10])[CH3:7].FC(F)(F)C(O)=O.C(N)CN. The catalyst is ClCCl. The product is [O:1]1[CH:5]=[CH:4][N:3]=[C:2]1[CH:6]([NH:8][C:9]([C:11]1[C:19]2[C:14](=[N:15][CH:16]=[C:17]([C:20]3[C:28]4[C:23](=[CH:24][C:25]([Cl:29])=[CH:26][CH:27]=4)[N:22]([CH3:30])[N:21]=3)[N:18]=2)[NH:13][CH:12]=1)=[O:10])[CH3:7]. The yield is 0.820. (4) The reactants are [F:1][C:2]1[CH:3]=[C:4]([C:27]2[C:28]([C:33]#[N:34])=[CH:29][CH:30]=[CH:31][CH:32]=2)[CH:5]=[CH:6][C:7]=1[CH2:8][C:9]1[C:14](=[O:15])[N:13]([C:16]2[CH:21]=[CH:20][C:19]([OH:22])=[CH:18][CH:17]=2)[C:12]([CH3:23])=[N:11][C:10]=1[CH2:24][CH2:25][CH3:26].Br[C:36]([CH3:42])([CH3:41])[C:37]([O:39][CH3:40])=[O:38].C(=O)([O-])[O-].[Cs+].[Cs+].C(OCC)(=O)C. The catalyst is CN(C)C=O.O. The product is [C:33]([C:28]1[CH:29]=[CH:30][CH:31]=[CH:32][C:27]=1[C:4]1[CH:5]=[CH:6][C:7]([CH2:8][C:9]2[C:14](=[O:15])[N:13]([C:16]3[CH:21]=[CH:20][C:19]([O:22][C:36]([CH3:42])([CH3:41])[C:37]([O:39][CH3:40])=[O:38])=[CH:18][CH:17]=3)[C:12]([CH3:23])=[N:11][C:10]=2[CH2:24][CH2:25][CH3:26])=[C:2]([F:1])[CH:3]=1)#[N:34]. The yield is 0.960. (5) The reactants are Cl.[I:2][C:3]1[CH:8]=[N:7][C:6]([O:9][CH2:10][CH:11]2[CH2:16][CH2:15][NH:14][CH2:13][CH2:12]2)=[CH:5][N:4]=1.[CH3:17][C:18]1([CH3:21])[CH2:20][O:19]1.C([O-])([O-])=O.[K+].[K+].CCO. The catalyst is O. The product is [I:2][C:3]1[N:4]=[CH:5][C:6]([O:9][CH2:10][CH:11]2[CH2:16][CH2:15][N:14]([CH2:17][C:18]([CH3:21])([OH:19])[CH3:20])[CH2:13][CH2:12]2)=[N:7][CH:8]=1. The yield is 0.980. (6) The reactants are [Br:1][C:2]1[CH:7]=[CH:6][C:5]([CH2:8][C:9]([OH:11])=[O:10])=[CH:4][CH:3]=1.S(=O)(=O)(O)O.[CH2:17](O)[CH3:18]. No catalyst specified. The product is [Br:1][C:2]1[CH:3]=[CH:4][C:5]([CH2:8][C:9]([O:11][CH2:17][CH3:18])=[O:10])=[CH:6][CH:7]=1. The yield is 0.970. (7) The yield is 0.700. The reactants are [NH2:1][C@H:2]([C:28]([OH:30])=[O:29])[CH2:3][CH2:4][CH2:5][NH:6][C:7](=[NH:27])[NH:8][S:9]([C:12]1[C:25]([CH3:26])=[C:23]([CH3:24])[C:22]2[O:21][C:18]([CH3:20])([CH3:19])[CH2:17][CH2:16][C:15]=2[C:13]=1[CH3:14])(=[O:11])=[O:10].[C:31](O[C:31]([O:32][CH2:33][CH:34]=[CH2:35])=[O:36])(=[O:36])[O:32][CH2:33][CH:34]=[CH2:35].C([O-])([O-])=O.[Na+].[Na+]. The product is [NH:1]([C:31]([O:32][CH2:33][CH:34]=[CH2:35])=[O:36])[C@H:2]([C:28]([OH:30])=[O:29])[CH2:3][CH2:4][CH2:5][NH:6][C:7](=[NH:27])[NH:8][S:9]([C:12]1[C:25]([CH3:26])=[C:23]([CH3:24])[C:22]2[O:21][C:18]([CH3:20])([CH3:19])[CH2:17][CH2:16][C:15]=2[C:13]=1[CH3:14])(=[O:11])=[O:10]. The catalyst is O.C(O)(C(F)(F)F)=O.C(Cl)Cl. (8) The reactants are C[O:2][C:3](=[O:36])[CH:4]([CH2:24][CH:25]=[CH:26][CH2:27][P:28]([O:33][CH2:34][CH3:35])([O:30][CH2:31][CH3:32])=[O:29])[CH2:5][C:6]([CH3:23])=[CH:7][CH2:8][C:9]1[C:10]([OH:22])=[C:11]2[C:15](=[C:16]([CH3:20])[C:17]=1[O:18][CH3:19])[CH2:14][O:13][C:12]2=[O:21].[OH-].[Li+].C1COCC1. The catalyst is O. The product is [CH2:31]([O:30][P:28]([CH2:27][CH:26]=[CH:25][CH2:24][CH:4]([CH2:5][C:6]([CH3:23])=[CH:7][CH2:8][C:9]1[C:10]([OH:22])=[C:11]2[C:15](=[C:16]([CH3:20])[C:17]=1[O:18][CH3:19])[CH2:14][O:13][C:12]2=[O:21])[C:3]([OH:36])=[O:2])([O:33][CH2:34][CH3:35])=[O:29])[CH3:32]. The yield is 1.00. (9) The reactants are [OH:1][C:2]1[CH:10]=[CH:9][C:5]([C:6]([OH:8])=O)=[CH:4][CH:3]=1.[CH2:11]1[C@H:20]2[C@H:15]([CH2:16][CH2:17][C:18]3[CH:24]=[CH:23][CH:22]=[CH:21][C:19]=32)[NH:14][CH2:13][CH2:12]1.F[P-](F)(F)(F)(F)F.N1(OC(N(C)C)=[N+](C)C)C2N=CC=CC=2N=N1. No catalyst specified. The product is [CH2:11]1[C@H:20]2[C@H:15]([CH2:16][CH2:17][C:18]3[CH:24]=[CH:23][CH:22]=[CH:21][C:19]=32)[N:14]([C:6]([C:5]2[CH:4]=[CH:3][C:2]([OH:1])=[CH:10][CH:9]=2)=[O:8])[CH2:13][CH2:12]1. The yield is 0.280.